Dataset: PAMPA (Parallel Artificial Membrane Permeability Assay) permeability data from NCATS. Task: Regression/Classification. Given a drug SMILES string, predict its absorption, distribution, metabolism, or excretion properties. Task type varies by dataset: regression for continuous measurements (e.g., permeability, clearance, half-life) or binary classification for categorical outcomes (e.g., BBB penetration, CYP inhibition). Dataset: pampa_ncats. (1) The compound is CC1=C(C2=CC=CC=C2N1)CN3CCN(CC3)C4=CC=CC=N4. The result is 1 (high permeability). (2) The result is 1 (high permeability). The molecule is CCOC(=O)N1CCN(CC1)CC2=NC3=C(N2CC4=CC=C(C=C4)F)C(=O)N(C(=O)N3C)C. (3) The drug is C1CCN(CC1)C2=NC=C(C3=CC=CC=C32)C(=O)N4CCN(CC4)C5=CC=CC=N5. The result is 1 (high permeability). (4) The drug is COC1=CC=CC=C1C(=O)NC2=CC=CC=C2C(=O)NC3=CC(=CC=C3)S(=O)(=O)C(F)(F)F. The result is 0 (low-to-moderate permeability). (5) The compound is C1=CC=C(C=C1)C2=CSC(=N2)NC(=O)C3=C(C=NC=C3)NS(=O)(=O)C4=CC=CC=C4Cl. The result is 1 (high permeability).